This data is from Forward reaction prediction with 1.9M reactions from USPTO patents (1976-2016). The task is: Predict the product of the given reaction. (1) Given the reactants C(OC[N:9]1[CH:13]=[C:12]([C:14]2[CH:19]=[CH:18][CH:17]=[C:16]([N+:20]([O-:22])=[O:21])[C:15]=2[O:23][CH3:24])[N:11]=[N:10]1)(=O)C(C)(C)C.[OH-].[Na+].Cl, predict the reaction product. The product is: [CH3:24][O:23][C:15]1[C:16]([N+:20]([O-:22])=[O:21])=[CH:17][CH:18]=[CH:19][C:14]=1[C:12]1[N:11]=[N:10][NH:9][CH:13]=1. (2) Given the reactants [CH3:1][C:2]1([CH3:27])[CH2:11][CH2:10][C:9]2[C:4](=[CH:5][CH:6]=[C:7]([C:12](=[O:26])[CH2:13][C:14]3[CH:19]=[C:18]([O:20][CH3:21])[C:17]([O:22][CH3:23])=[C:16]([O:24][CH3:25])[CH:15]=3)[CH:8]=2)[O:3]1.[S:28](Cl)([C:31]1[CH:37]=[CH:36][C:34]([CH3:35])=[CH:33][CH:32]=1)(=[O:30])=[O:29].[OH2:39], predict the reaction product. The product is: [CH3:1][C:2]1([CH3:27])[CH2:11][CH2:10][C:9]2[C:4](=[CH:5][CH:6]=[C:7]([C:12](=[O:26])[CH:13]([O:29][S:28]([C:31]3[CH:37]=[CH:36][C:34]([CH3:35])=[CH:33][CH:32]=3)(=[O:39])=[O:30])[C:14]3[CH:19]=[C:18]([O:20][CH3:21])[C:17]([O:22][CH3:23])=[C:16]([O:24][CH3:25])[CH:15]=3)[CH:8]=2)[O:3]1. (3) Given the reactants [OH:1][CH2:2][C:3]1[CH:20]=[CH:19][C:6]([O:7][CH2:8][CH2:9][CH2:10][NH:11]C(=O)OC(C)(C)C)=[CH:5][CH:4]=1.[C:21]([OH:27])([C:23]([F:26])([F:25])[F:24])=[O:22], predict the reaction product. The product is: [F:24][C:23]([F:26])([F:25])[C:21]([OH:27])=[O:22].[NH2:11][CH2:10][CH2:9][CH2:8][O:7][C:6]1[CH:19]=[CH:20][C:3]([CH2:2][OH:1])=[CH:4][CH:5]=1. (4) Given the reactants [CH:1]1([S:4]([C:7]2[CH:12]=[CH:11][C:10]([CH:13]([CH2:18][CH:19]3[CH2:24][CH2:23][O:22][CH2:21][CH2:20]3)[C:14](=[O:17])[CH:15]=[CH2:16])=[CH:9][CH:8]=2)(=[O:6])=[O:5])[CH2:3][CH2:2]1.[CH3:25][C:26]1([CH3:38])[O:30][CH:29]([C:31]2[N:32]=[C:33]([CH:36]=[O:37])[S:34][CH:35]=2)[CH2:28][O:27]1.C(N(CC)CC)C, predict the reaction product. The product is: [CH:1]1([S:4]([C:7]2[CH:8]=[CH:9][C:10]([CH:13]([CH2:18][CH:19]3[CH2:24][CH2:23][O:22][CH2:21][CH2:20]3)[C:14](=[O:17])[CH2:15][CH2:16][C:36]([C:33]3[S:34][CH:35]=[C:31]([CH:29]4[CH2:28][O:27][C:26]([CH3:38])([CH3:25])[O:30]4)[N:32]=3)=[O:37])=[CH:11][CH:12]=2)(=[O:6])=[O:5])[CH2:3][CH2:2]1. (5) Given the reactants Br[C:2]1[C:3]([CH2:10][N:11]2[C@@H:15]([CH3:16])[C@@H:14]([C:17]3[CH:22]=[CH:21][CH:20]=[C:19]([O:23][C:24]([F:27])([F:26])[F:25])[CH:18]=3)[O:13][C:12]2=[O:28])=[N:4][C:5]([S:8][CH3:9])=[N:6][CH:7]=1.[Cl:29][C:30]1[CH:31]=[C:32](B(O)O)[C:33]([O:36][CH3:37])=[N:34][CH:35]=1.C([O-])([O-])=O.[K+].[K+], predict the reaction product. The product is: [Cl:29][C:30]1[CH:31]=[C:32]([C:2]2[C:3]([CH2:10][N:11]3[C@@H:15]([CH3:16])[C@@H:14]([C:17]4[CH:22]=[CH:21][CH:20]=[C:19]([O:23][C:24]([F:27])([F:26])[F:25])[CH:18]=4)[O:13][C:12]3=[O:28])=[N:4][C:5]([S:8][CH3:9])=[N:6][CH:7]=2)[C:33]([O:36][CH3:37])=[N:34][CH:35]=1.